From a dataset of Forward reaction prediction with 1.9M reactions from USPTO patents (1976-2016). Predict the product of the given reaction. Given the reactants [C:1]([C:3]1[NH:7][C:6]([C:8]2[CH:13]=[CH:12][C:11]([NH:14][S:15]([CH2:18][CH3:19])(=[O:17])=[O:16])=[CH:10][CH:9]=2)=[CH:5][CH:4]=1)#[N:2].CC(C)([O-])C.[K+].I[CH2:27][CH2:28][CH2:29][C:30]1[CH:35]=[CH:34][CH:33]=[CH:32][CH:31]=1, predict the reaction product. The product is: [C:1]([C:3]1[N:7]([CH2:27][CH2:28][CH2:29][C:30]2[CH:35]=[CH:34][CH:33]=[CH:32][CH:31]=2)[C:6]([C:8]2[CH:9]=[CH:10][C:11]([NH:14][S:15]([CH2:18][CH3:19])(=[O:17])=[O:16])=[CH:12][CH:13]=2)=[CH:5][CH:4]=1)#[N:2].